This data is from Full USPTO retrosynthesis dataset with 1.9M reactions from patents (1976-2016). The task is: Predict the reactants needed to synthesize the given product. (1) The reactants are: [CH2:1]([N:3]1[CH2:8][CH2:7][C:6](=[N:9]O)[C:5]([F:12])([F:11])[CH2:4]1)[CH3:2].[AlH4-].[Li+]. Given the product [CH2:1]([N:3]1[CH2:8][CH2:7][CH:6]([NH2:9])[C:5]([F:12])([F:11])[CH2:4]1)[CH3:2], predict the reactants needed to synthesize it. (2) Given the product [Cl:1][C:2]1[C:3]([C:9]([N:12]2[CH2:17][CH2:16][CH2:15][CH2:14][CH2:13]2)=[O:11])=[N:4][CH:5]=[C:6]([Cl:8])[CH:7]=1, predict the reactants needed to synthesize it. The reactants are: [Cl:1][C:2]1[C:3]([C:9]([OH:11])=O)=[N:4][CH:5]=[C:6]([Cl:8])[CH:7]=1.[NH:12]1[CH2:17][CH2:16][CH2:15][CH2:14][CH2:13]1.C(N(CC)CC)C. (3) The reactants are: Cl.O1CCOCC1.C(OC([NH:15][C:16]1[CH:17]=[CH:18][C:19]([C:22]2[N:26]([C:27]3[CH:28]=[N:29][CH:30]=[CH:31][CH:32]=3)[N:25]=[C:24]([C:33]([N:35]3[CH2:40][CH2:39][C:38]([F:42])([F:41])[CH2:37][CH2:36]3)=[O:34])[CH:23]=2)=[N:20][CH:21]=1)=O)(C)(C)C. Given the product [NH2:15][C:16]1[CH:17]=[CH:18][C:19]([C:22]2[N:26]([C:27]3[CH:28]=[N:29][CH:30]=[CH:31][CH:32]=3)[N:25]=[C:24]([C:33]([N:35]3[CH2:36][CH2:37][C:38]([F:42])([F:41])[CH2:39][CH2:40]3)=[O:34])[CH:23]=2)=[N:20][CH:21]=1, predict the reactants needed to synthesize it.